This data is from Full USPTO retrosynthesis dataset with 1.9M reactions from patents (1976-2016). The task is: Predict the reactants needed to synthesize the given product. (1) Given the product [CH2:17]([C:12]1[CH:11]=[C:10]([CH:9]=[O:8])[S:14][C:13]=1[CH2:15][O:16][CH:20]1[CH2:21][CH2:22][CH2:23][CH2:24][O:19]1)[CH3:18], predict the reactants needed to synthesize it. The reactants are: [Si]([O:8][CH2:9][C:10]1[S:14][C:13]([CH2:15][OH:16])=[C:12]([CH2:17][CH3:18])[CH:11]=1)(C(C)(C)C)(C)C.[O:19]1[CH:24]=[CH:23][CH2:22][CH2:21][CH2:20]1.C1(C)C=CC(S(O)(=O)=O)=CC=1.C(=O)([O-])O.[Na+].[F-].C([N+](CCCC)(CCCC)CCCC)CCC.O1CCCC1.[Cr](O[Cr]([O-])(=O)=O)([O-])(=O)=O.[NH+]1C=CC=CC=1.[NH+]1C=CC=CC=1. (2) Given the product [Cl:19][C:20]1[CH:28]=[CH:27][C:23]2[C:24](=[O:25])[N:2]=[C:1]([C:3]3[CH:8]=[C:7]([CH2:9][CH2:10][C:11]([O:13][C:14]([CH3:15])([CH3:17])[CH3:16])=[O:12])[CH:6]=[C:5]([CH3:18])[N:4]=3)[S:29][C:22]=2[CH:21]=1, predict the reactants needed to synthesize it. The reactants are: [C:1]([C:3]1[CH:8]=[C:7]([CH2:9][CH2:10][C:11]([O:13][C:14]([CH3:17])([CH3:16])[CH3:15])=[O:12])[CH:6]=[C:5]([CH3:18])[N:4]=1)#[N:2].[Cl:19][C:20]1[CH:21]=[C:22]([SH:29])[C:23](=[CH:27][CH:28]=1)[C:24](O)=[O:25]. (3) Given the product [Cl:19][C:16]1[CH:17]=[CH:18][C:13]([C:4]2[N:5]=[C:6]([C:9]([O:11][CH3:12])=[O:10])[C:7]3[CH:24]=[C:25]([CH3:26])[NH:1][C:2]=3[N:3]=2)=[C:14]([F:23])[C:15]=1[N:20]([CH3:22])[CH3:21], predict the reactants needed to synthesize it. The reactants are: [NH2:1][C:2]1[C:7](Cl)=[C:6]([C:9]([O:11][CH3:12])=[O:10])[N:5]=[C:4]([C:13]2[CH:18]=[CH:17][C:16]([Cl:19])=[C:15]([N:20]([CH3:22])[CH3:21])[C:14]=2[F:23])[N:3]=1.[CH:24]([Sn](CCCC)(CCCC)CCCC)=[C:25]=[CH2:26].[F-].[K+]. (4) Given the product [C:11](=[O:12])([O-:13])[NH2:10].[CH3:33][CH2:32][O:31][C:29]([CH3:3])=[O:30].[CH3:14][CH2:15][CH2:16][CH:17]([CH3:21])[CH3:18], predict the reactants needed to synthesize it. The reactants are: O1C=C[C:3](OC[C@@H]2[O:12][C:11](=[O:13])[N:10]([C:14]3C=[C:18](F)[C:17]([C:21]4CCNCC=4)=[C:16](F)[CH:15]=3)C2)=N1.Cl[C:29]([O:31][CH:32](Cl)[CH3:33])=[O:30].